Predict the product of the given reaction. From a dataset of Forward reaction prediction with 1.9M reactions from USPTO patents (1976-2016). Given the reactants [Br:1][C:2]1[C:10]2[C:9]([NH:11][C:12]3[CH:13]=[C:14]4[CH:20]=[N:19][NH:18][C:15]4=[CH:16][N:17]=3)=[N:8][CH:7]=[N:6][C:5]=2[NH:4][C:3]=1[C:21]([OH:23])=O.[CH3:24][N:25]([CH3:32])[CH:26]1[CH2:31][CH2:30][NH:29][CH2:28][CH2:27]1, predict the reaction product. The product is: [Br:1][C:2]1[C:10]2[C:9]([NH:11][C:12]3[CH:13]=[C:14]4[CH:20]=[N:19][NH:18][C:15]4=[CH:16][N:17]=3)=[N:8][CH:7]=[N:6][C:5]=2[NH:4][C:3]=1[C:21]([N:29]1[CH2:30][CH2:31][CH:26]([N:25]([CH3:32])[CH3:24])[CH2:27][CH2:28]1)=[O:23].